From a dataset of Full USPTO retrosynthesis dataset with 1.9M reactions from patents (1976-2016). Predict the reactants needed to synthesize the given product. (1) Given the product [CH3:1][C:2]1[C:10]2[C:5](=[N:6][CH:7]=[CH:8][CH:9]=2)[N:4]([C:19]([O:21][C:22]([CH3:25])([CH3:24])[CH3:23])=[O:18])[N:3]=1, predict the reactants needed to synthesize it. The reactants are: [CH3:1][C:2]1[C:10]2[C:5](=[N:6][CH:7]=[CH:8][CH:9]=2)[NH:4][N:3]=1.C(N(CC)CC)C.[O:18](C(OC(C)(C)C)=O)[C:19]([O:21][C:22]([CH3:25])([CH3:24])[CH3:23])=O. (2) Given the product [F:27][C:28]([F:41])([F:40])[S:29]([O:1][C:2]1[CH:11]=[C:10]2[C:5]([C:6]3[CH2:16][CH2:15][CH:14]([CH2:17][CH2:18][CH3:19])[CH2:13][C:7]=3[C:8](=[O:12])[O:9]2)=[CH:4][CH:3]=1)(=[O:31])=[O:30], predict the reactants needed to synthesize it. The reactants are: [OH:1][C:2]1[CH:11]=[C:10]2[C:5]([C:6]3[CH2:16][CH2:15][CH:14]([CH2:17][CH2:18][CH3:19])[CH2:13][C:7]=3[C:8](=[O:12])[O:9]2)=[CH:4][CH:3]=1.C(N(CC)CC)C.[F:27][C:28]([F:41])([F:40])[S:29](O[S:29]([C:28]([F:41])([F:40])[F:27])(=[O:31])=[O:30])(=[O:31])=[O:30]. (3) The reactants are: [CH3:1][CH2:2][N:3]([CH:7]([CH3:9])C)[CH:4]([CH3:6])C.[C:10]([C:12]1[CH:13]=[C:14]2[C:18](=[CH:19][CH:20]=1)[N:17]([S:21]([C:24]1[CH:29]=[CH:28][C:27]([O:30][CH3:31])=[CH:26][CH:25]=1)(=[O:23])=[O:22])[C:16](=[O:32])[C:15]2([CH2:42][C:43]([OH:45])=O)[C:33]1[C:34]([O:39][CH2:40][CH3:41])=[N:35][CH:36]=[CH:37][CH:38]=1)#[N:11].F[C:47](F)(F)[C:48](O)=O.FC(F)(F)C(O)=O.FC(F)(F)C(O)=[O:63].[CH2:67]1C2(CNC2)[CH2:69][N:68]1CCN1CCOCC1.[CH3:82][N:83](C(ON1N=NC2C=CC=NC1=2)=[N+](C)C)C.F[P-](F)(F)(F)(F)F. Given the product [CH2:40]([O:39][C:34]1[C:33]([C:15]2([CH2:42][C:43]([N:83]3[CH2:48][C:47]4([CH2:69][N:68]([CH2:9][CH2:7][N:3]5[CH2:2][CH2:1][O:63][CH2:6][CH2:4]5)[CH2:67]4)[CH2:82]3)=[O:45])[C:14]3[C:18](=[CH:19][CH:20]=[C:12]([C:10]#[N:11])[CH:13]=3)[N:17]([S:21]([C:24]3[CH:25]=[CH:26][C:27]([O:30][CH3:31])=[CH:28][CH:29]=3)(=[O:22])=[O:23])[C:16]2=[O:32])=[CH:38][CH:37]=[CH:36][N:35]=1)[CH3:41], predict the reactants needed to synthesize it.